This data is from Forward reaction prediction with 1.9M reactions from USPTO patents (1976-2016). The task is: Predict the product of the given reaction. (1) Given the reactants [OH:1][C:2]1[CH:7]=[CH:6][CH:5]=[C:4]([O:8][CH3:9])[C:3]=1[CH3:10].C(=O)([O-])[O-].[K+].[K+].[CH2:17]([N:19]([CH2:23][CH3:24])[C:20](Cl)=[O:21])[CH3:18].C1(C)C=CC=CC=1, predict the reaction product. The product is: [CH2:17]([N:19]([CH2:23][CH3:24])[C:20]([O:1][C:2]1[CH:7]=[CH:6][CH:5]=[C:4]([O:8][CH3:9])[C:3]=1[CH3:10])=[O:21])[CH3:18]. (2) The product is: [NH2:1][C@@H:2]1[CH2:7][CH2:6][C@H:5]([C:8]([O:10][CH3:15])=[O:9])[CH2:4][CH2:3]1. Given the reactants [NH2:1][C@@H:2]1[CH2:7][CH2:6][C@H:5]([C:8]([OH:10])=[O:9])[CH2:4][CH2:3]1.S(Cl)(Cl)=O.[CH2:15](Cl)Cl, predict the reaction product.